From a dataset of Catalyst prediction with 721,799 reactions and 888 catalyst types from USPTO. Predict which catalyst facilitates the given reaction. (1) Reactant: C(OC(C1[N:7]=[C:8]([C:19]2[CH:24]=[CH:23][CH:22]=[CH:21][C:20]=2[Cl:25])[N:9]([C:12]2[CH:17]=[CH:16][C:15]([Cl:18])=[CH:14][CH:13]=2)C=1Br)=O)C.BrBr.C(OC(C1N=C(C2C=CC=CC=2Cl)N(C2C=CC(Cl)=CC=2)C=1)=O)C.[OH-].[Na+]. Product: [Cl:25][C:20]1[CH:21]=[CH:22][CH:23]=[CH:24][C:19]=1[C:8]([NH:9][C:12]1[CH:17]=[CH:16][C:15]([Cl:18])=[CH:14][CH:13]=1)=[NH:7]. The catalyst class is: 15. (2) Reactant: O.[OH-].[Li+].[Br:4][C:5]1[CH:14]=[CH:13][C:8]([C:9]([O:11]C)=[O:10])=[CH:7][C:6]=1[O:15][CH2:16][CH2:17][C:18]([F:21])([F:20])[F:19].C(OCC)(=O)C.Cl. Product: [Br:4][C:5]1[CH:14]=[CH:13][C:8]([C:9]([OH:11])=[O:10])=[CH:7][C:6]=1[O:15][CH2:16][CH2:17][C:18]([F:19])([F:21])[F:20]. The catalyst class is: 132. (3) Reactant: [Cl:1][C:2]1[CH:7]=[CH:6][N:5]=[C:4]2[CH:8]=[CH:9][S:10][C:3]=12.[Li]CCCC.[CH2:16]([Sn:20]([CH2:26][CH2:27][CH2:28][CH3:29])([CH2:22][CH2:23][CH2:24][CH3:25])Cl)[CH2:17][CH2:18][CH3:19].CCOC(C)=O.CCCCCC. Product: [Cl:1][C:2]1[CH:7]=[CH:6][N:5]=[C:4]2[CH:8]=[C:9]([Sn:20]([CH2:22][CH2:23][CH2:24][CH3:25])([CH2:26][CH2:27][CH2:28][CH3:29])[CH2:16][CH2:17][CH2:18][CH3:19])[S:10][C:3]=12. The catalyst class is: 1. (4) Product: [CH:11]1([C:8]([C:4]2[CH:5]=[CH:6][CH:7]=[C:2]([C:21]3([CH3:22])[CH2:19][CH2:20]3)[C:3]=2[OH:14])([OH:10])[CH3:9])[CH2:12][CH2:13]1. Reactant: Br[C:2]1[C:3]([O:14]CC(C)=C)=[C:4]([C:8]([CH:11]2[CH2:13][CH2:12]2)([OH:10])[CH3:9])[CH:5]=[CH:6][CH:7]=1.[CH2:19]([Li])[CH2:20][CH2:21][CH3:22].CN(C)CCN(C)C. The catalyst class is: 7. (5) Reactant: [Cl:1][C:2]1[CH:40]=[CH:39][C:5]([CH2:6][N:7]2[C:15]3[C:14](=[O:16])[N:13]([CH2:17][C:18]([O:20]C(C)(C)C)=[O:19])[C:12](=[O:25])[N:11]([CH3:26])[C:10]=3[N:9]=[C:8]2[O:27][C:28]2[CH:33]=[CH:32][CH:31]=[C:30]([O:34][C:35]([F:38])([F:37])[F:36])[CH:29]=2)=[CH:4][CH:3]=1.FC(F)(F)C(O)=O. Product: [Cl:1][C:2]1[CH:3]=[CH:4][C:5]([CH2:6][N:7]2[C:15]3[C:14](=[O:16])[N:13]([CH2:17][C:18]([OH:20])=[O:19])[C:12](=[O:25])[N:11]([CH3:26])[C:10]=3[N:9]=[C:8]2[O:27][C:28]2[CH:33]=[CH:32][CH:31]=[C:30]([O:34][C:35]([F:38])([F:36])[F:37])[CH:29]=2)=[CH:39][CH:40]=1. The catalyst class is: 2. (6) Reactant: [N:1]1([C:7]([O:9][CH:10](Cl)[CH3:11])=[O:8])[CH2:6][CH2:5][O:4][CH2:3][CH2:2]1.[Cl:13][C:14]1[C:15]([F:54])=[C:16]([C@@H:20]2[C@:24]([C:27]3[CH:32]=[CH:31][C:30]([Cl:33])=[CH:29][C:28]=3[F:34])([C:25]#[N:26])[C@H:23]([CH2:35][C:36]([CH3:39])([CH3:38])[CH3:37])[NH:22][C@H:21]2[C:40]([NH:42][C:43]2[CH:51]=[CH:50][C:46]([C:47]([OH:49])=[O:48])=[CH:45][C:44]=2[O:52][CH3:53])=[O:41])[CH:17]=[CH:18][CH:19]=1.C(=O)([O-])[O-].[Cs+].[Cs+]. Product: [N:1]1([C:7]([O:9][CH:10]([O:49][C:47](=[O:48])[C:46]2[CH:50]=[CH:51][C:43]([NH:42][C:40]([C@H:21]3[C@H:20]([C:16]4[CH:17]=[CH:18][CH:19]=[C:14]([Cl:13])[C:15]=4[F:54])[C@:24]([C:27]4[CH:32]=[CH:31][C:30]([Cl:33])=[CH:29][C:28]=4[F:34])([C:25]#[N:26])[C@H:23]([CH2:35][C:36]([CH3:38])([CH3:39])[CH3:37])[NH:22]3)=[O:41])=[C:44]([O:52][CH3:53])[CH:45]=2)[CH3:11])=[O:8])[CH2:6][CH2:5][O:4][CH2:3][CH2:2]1. The catalyst class is: 9. (7) Reactant: [CH2:1]([N:8]1[CH2:12][CH2:11][C@@H:10]([NH:13][C:14]2[N:19]=[CH:18][C:17](/[CH:20]=[CH:21]/[C:22]([O:24][CH2:25][CH3:26])=[O:23])=[CH:16][CH:15]=2)[CH2:9]1)[C:2]1[CH:7]=[CH:6][CH:5]=[CH:4][CH:3]=1.[C:27]([O:31][C:32](O[C:32]([O:31][C:27]([CH3:30])([CH3:29])[CH3:28])=[O:33])=[O:33])([CH3:30])([CH3:29])[CH3:28]. Product: [CH2:1]([N:8]1[CH2:12][CH2:11][C@@H:10]([N:13]([C:32]([O:31][C:27]([CH3:30])([CH3:29])[CH3:28])=[O:33])[C:14]2[N:19]=[CH:18][C:17](/[CH:20]=[CH:21]/[C:22]([O:24][CH2:25][CH3:26])=[O:23])=[CH:16][CH:15]=2)[CH2:9]1)[C:2]1[CH:7]=[CH:6][CH:5]=[CH:4][CH:3]=1. The catalyst class is: 367. (8) Reactant: [C:1](Cl)(=O)C(Cl)=O.[Cl:7][C:8]1[N:13]=[N:12][C:11]([C:14]([OH:16])=[O:15])=[CH:10][CH:9]=1.CO.C(=O)([O-])O.[Na+]. Product: [CH3:1][O:15][C:14]([C:11]1[N:12]=[N:13][C:8]([Cl:7])=[CH:9][CH:10]=1)=[O:16]. The catalyst class is: 120.